This data is from Full USPTO retrosynthesis dataset with 1.9M reactions from patents (1976-2016). The task is: Predict the reactants needed to synthesize the given product. (1) The reactants are: [NH2:1][C:2]1[CH:3]=[C:4]2[C:8](=[CH:9][CH:10]=1)[NH:7][CH:6]=[CH:5]2.Cl.Cl[CH2:13][CH2:14][NH:15][CH2:16][CH2:17]Cl.C(N(CC)CC)C. Given the product [N:1]1([C:2]2[CH:3]=[C:4]3[C:8](=[CH:9][CH:10]=2)[NH:7][CH:6]=[CH:5]3)[CH2:17][CH2:16][NH:15][CH2:14][CH2:13]1, predict the reactants needed to synthesize it. (2) The reactants are: [CH2:1]([N:8]1[CH2:12][C@H:11]([CH2:13][C:14]2[CH:19]=[CH:18][CH:17]=[CH:16][CH:15]=2)[C@H:10]([C:20]([OH:22])=O)[CH2:9]1)[C:2]1[CH:7]=[CH:6][CH:5]=[CH:4][CH:3]=1.[CH:23]1[CH:24]=[CH:25][C:26]2N(O)N=[N:29][C:27]=2[CH:28]=1.CCN=C=NCCCN(C)C.NC1C=CC=CC=1. Given the product [C:27]1([NH:29][C:20]([C@H:10]2[C@@H:11]([CH2:13][C:14]3[CH:15]=[CH:16][CH:17]=[CH:18][CH:19]=3)[CH2:12][N:8]([CH2:1][C:2]3[CH:7]=[CH:6][CH:5]=[CH:4][CH:3]=3)[CH2:9]2)=[O:22])[CH:28]=[CH:23][CH:24]=[CH:25][CH:26]=1, predict the reactants needed to synthesize it. (3) Given the product [CH3:21][C:19]1[C:18]([O:22][C:23]2[CH:28]=[CH:27][N:26]=[C:25]([NH:29][C:30]([CH:32]3[CH2:34][CH2:33]3)=[O:31])[CH:24]=2)=[CH:17][CH:16]=[C:15]([NH:14][C:9]([NH:5][C:3](=[O:4])[C:2]([CH3:7])([CH3:6])[CH3:1])=[O:10])[N:20]=1, predict the reactants needed to synthesize it. The reactants are: [CH3:1][C:2]([CH3:7])([CH3:6])[C:3]([NH2:5])=[O:4].C(Cl)(=O)[C:9](Cl)=[O:10].[NH2:14][C:15]1[N:20]=[C:19]([CH3:21])[C:18]([O:22][C:23]2[CH:28]=[CH:27][N:26]=[C:25]([NH:29][C:30]([CH:32]3[CH2:34][CH2:33]3)=[O:31])[CH:24]=2)=[CH:17][CH:16]=1. (4) Given the product [CH:27]1[C:28]2[C:33](=[CH:32][CH:31]=[CH:30][CH:29]=2)[CH:34]=[CH:35][C:26]=1[CH2:25][O:24][CH:12]1[CH:11]([C:8]2[CH:9]=[CH:10][C:5]([O:4][CH2:3][CH2:2][O:1][CH2:37][C:38]3[CH:43]=[CH:42][CH:41]=[CH:40][N:39]=3)=[CH:6][CH:7]=2)[CH2:16][CH2:15][N:14]([C:17]([O:19][C:20]([CH3:23])([CH3:21])[CH3:22])=[O:18])[CH2:13]1, predict the reactants needed to synthesize it. The reactants are: [OH:1][CH2:2][CH2:3][O:4][C:5]1[CH:10]=[CH:9][C:8]([CH:11]2[CH2:16][CH2:15][N:14]([C:17]([O:19][C:20]([CH3:23])([CH3:22])[CH3:21])=[O:18])[CH2:13][CH:12]2[O:24][CH2:25][C:26]2[CH:35]=[CH:34][C:33]3[C:28](=[CH:29][CH:30]=[CH:31][CH:32]=3)[CH:27]=2)=[CH:7][CH:6]=1.Cl[CH2:37][C:38]1[CH:43]=[CH:42][CH:41]=[CH:40][N:39]=1. (5) Given the product [Cl:1][C:2]1[CH:7]=[CH:6][C:5]([C:8]2[C:12]3[CH:13]=[CH:14][C:15]([C:29]#[C:28][CH2:27][CH2:26][CH2:25][OH:30])=[CH:16][C:11]=3[S:10][N:9]=2)=[CH:4][CH:3]=1, predict the reactants needed to synthesize it. The reactants are: [Cl:1][C:2]1[CH:7]=[CH:6][C:5]([C:8]2[C:12]3[CH:13]=[CH:14][C:15](OS(C(F)(F)F)(=O)=O)=[CH:16][C:11]=3[S:10][N:9]=2)=[CH:4][CH:3]=1.[CH2:25]([OH:30])[CH2:26][CH2:27][C:28]#[CH:29].